This data is from Full USPTO retrosynthesis dataset with 1.9M reactions from patents (1976-2016). The task is: Predict the reactants needed to synthesize the given product. (1) Given the product [C:1]([C:3]([C:8]1[CH:13]=[CH:12][CH:11]=[CH:10][CH:9]=1)=[CH:4][NH:5][N:6]([CH3:7])[C:28]([C:25]1[S:24][N:23]=[C:22]([Cl:21])[C:26]=1[Cl:27])=[O:29])#[N:2], predict the reactants needed to synthesize it. The reactants are: [C:1]([C:3]([C:8]1[CH:13]=[CH:12][CH:11]=[CH:10][CH:9]=1)=[CH:4][NH:5][NH:6][CH3:7])#[N:2].C(N(CC)CC)C.[Cl:21][C:22]1[C:26]([Cl:27])=[C:25]([C:28](Cl)=[O:29])[S:24][N:23]=1. (2) Given the product [CH2:1]([N:8]1[CH2:13][CH2:12][C:11]([N:21]([C:22]2[CH:27]=[CH:26][CH:25]=[CH:24][CH:23]=2)[C:28](=[O:30])[CH3:29])([C:14]2[CH:19]=[CH:18][C:17]([CH3:20])=[CH:16][N:15]=2)[CH2:10][CH2:9]1)[C:2]1[CH:3]=[CH:4][CH:5]=[CH:6][CH:7]=1, predict the reactants needed to synthesize it. The reactants are: [CH2:1]([N:8]1[CH2:13][CH2:12][C:11]([NH:21][C:22]2[CH:27]=[CH:26][CH:25]=[CH:24][CH:23]=2)([C:14]2[CH:19]=[CH:18][C:17]([CH3:20])=[CH:16][N:15]=2)[CH2:10][CH2:9]1)[C:2]1[CH:7]=[CH:6][CH:5]=[CH:4][CH:3]=1.[C:28](OC(=O)C)(=[O:30])[CH3:29]. (3) The reactants are: [C:1]([C:3]1[CH:8]=[CH:7][CH:6]=[CH:5][C:4]=1[C:9]1[CH:14]=[CH:13][C:12]([CH2:15][C:16]2[C:17](=[O:42])[N:18]([C@H:28]3[CH2:33][CH2:32][C@H:31]([O:34][CH2:35][C:36](N(OC)C)=[O:37])[CH2:30][CH2:29]3)[C:19]3[N:20]([N:25]=[CH:26][CH:27]=3)[C:21]=2[CH2:22][CH2:23][CH3:24])=[CH:11][CH:10]=1)#[N:2].[CH:43]([Mg]Br)([CH3:45])[CH3:44].C(OCC)(=O)C. Given the product [OH:37][CH:36]([CH:43]([CH3:45])[CH3:44])[CH2:35][O:34][C@H:31]1[CH2:32][CH2:33][C@H:28]([N:18]2[C:17](=[O:42])[C:16]([CH2:15][C:12]3[CH:13]=[CH:14][C:9]([C:4]4[C:3]([C:1]#[N:2])=[CH:8][CH:7]=[CH:6][CH:5]=4)=[CH:10][CH:11]=3)=[C:21]([CH2:22][CH2:23][CH3:24])[N:20]3[N:25]=[CH:26][CH:27]=[C:19]23)[CH2:29][CH2:30]1, predict the reactants needed to synthesize it. (4) Given the product [F:1][C:2]1[C:7]([F:8])=[CH:6][CH:5]=[CH:4][C:3]=1[CH2:9][S:10][C:11]1[N:20]=[C:19]([NH2:21])[C:18]([N:17]=[O:28])=[C:13]([NH2:14])[N:12]=1, predict the reactants needed to synthesize it. The reactants are: [F:1][C:2]1[C:7]([F:8])=[CH:6][CH:5]=[CH:4][C:3]=1[CH2:9][S:10][C:11]1[N:20]=[C:19]([NH:21][C@H](C)CO)[C:18]2[N:17]=CC(=O)[NH:14][C:13]=2[N:12]=1.N([O-])=[O:28].[Na+]. (5) Given the product [CH3:26][S:27]([C:30]1[CH:31]=[C:32]2[C:36](=[CH:37][CH:38]=1)[N:35]([CH2:6][C:7]1[CH:12]=[CH:11][C:10]([CH:13]3[CH2:14][CH2:15][N:16]([C:19]([O:21][C:22]([CH3:23])([CH3:24])[CH3:25])=[O:20])[CH2:17][CH2:18]3)=[CH:9][N:8]=1)[CH:34]=[CH:33]2)(=[O:29])=[O:28], predict the reactants needed to synthesize it. The reactants are: CS(O[CH2:6][C:7]1[CH:12]=[CH:11][C:10]([CH:13]2[CH2:18][CH2:17][N:16]([C:19]([O:21][C:22]([CH3:25])([CH3:24])[CH3:23])=[O:20])[CH2:15][CH2:14]2)=[CH:9][N:8]=1)(=O)=O.[CH3:26][S:27]([C:30]1[CH:31]=[C:32]2[C:36](=[CH:37][CH:38]=1)[NH:35][CH:34]=[CH:33]2)(=[O:29])=[O:28].[OH-].[K+].C1OCCOCCOCCOCCOCCOC1.